From a dataset of Full USPTO retrosynthesis dataset with 1.9M reactions from patents (1976-2016). Predict the reactants needed to synthesize the given product. (1) Given the product [O:21]=[C:4]1[CH:5]=[C:6]([CH:8]2[CH2:9][CH2:10][N:11]([C:14]([O:16][C:17]([CH3:18])([CH3:19])[CH3:20])=[O:15])[CH2:12][CH2:13]2)[N:35]2[N:34]=[C:32]3[N:33]=[C:28]([C:22]4[CH:27]=[CH:26][CH:25]=[CH:24][CH:23]=4)[CH:29]=[CH:30][C:31]3=[C:36]2[NH:37]1, predict the reactants needed to synthesize it. The reactants are: C(O[C:4](=[O:21])[CH2:5][C:6]([CH:8]1[CH2:13][CH2:12][N:11]([C:14]([O:16][C:17]([CH3:20])([CH3:19])[CH3:18])=[O:15])[CH2:10][CH2:9]1)=O)C.[C:22]1([C:28]2[N:33]=[C:32]3[NH:34][N:35]=[C:36]([NH2:37])[C:31]3=[CH:30][CH:29]=2)[CH:27]=[CH:26][CH:25]=[CH:24][CH:23]=1.P([O-])([O-])([O-])=O.[K+].[K+].[K+]. (2) Given the product [NH2:28][C:12]1[C:13]2[CH:18]=[C:17]([C:19]([C:20]3[CH:25]=[CH:24][CH:23]=[CH:22][C:21]=3[O:26][CH3:27])=[O:1])[S:16][C:14]=2[N:15]=[C:10]([C:6]2[CH:7]=[CH:8][CH:9]=[C:4]([F:3])[CH:5]=2)[N:11]=1, predict the reactants needed to synthesize it. The reactants are: [OH-:1].[Na+].[F:3][C:4]1[CH:5]=[C:6]([C:10]2[N:11]=[C:12]([NH2:28])[C:13]3[CH:18]=[C:17]([CH2:19][C:20]4[CH:25]=[CH:24][CH:23]=[CH:22][C:21]=4[O:26][CH3:27])[S:16][C:14]=3[N:15]=2)[CH:7]=[CH:8][CH:9]=1. (3) Given the product [Cl:34][C:30]1[C:31]([F:33])=[CH:32][C:10]2[N:9]=[C:8]([CH:1]([CH:35]3[CH2:36][CH2:37][CH2:38][CH2:39][CH2:40]3)[O:61][CH3:60])[N:12]([CH:13]([CH2:23][CH:28]3[CH2:45][CH2:44][S:43][CH2:26][CH2:27]3)[C:14]([NH:16][CH:17]3[CH2:22][CH2:21][CH2:20][CH2:18]3)=[O:15])[C:11]=2[CH:29]=1, predict the reactants needed to synthesize it. The reactants are: [CH2:1]([C:8]1[N:12]([CH:13]([CH:23]2[CH2:28][CH2:27][CH2:26]CC2)[C:14]([NH:16][CH:17]2[CH2:22][CH2:21][CH2:20]C[CH2:18]2)=[O:15])[C:11]2[CH:29]=[C:30]([Cl:34])[C:31]([F:33])=[CH:32][C:10]=2[N:9]=1)C1C=CC=CC=1.[CH:35]1(C=O)[CH2:40][CH2:39][CH2:38][CH2:37][CH2:36]1.[S:43]1CCC(CC=O)[CH2:45][CH2:44]1.ClC1C=C(C[C:60](O)=[O:61])C=CC=1.C1(C(OC)C(O)=O)CCCCC1.C1([N+]#[C-])CCCCC1.C1([N+]#[C-])CCCC1. (4) Given the product [CH3:8][C:6]1[C:5]([N+:9]([O-:11])=[O:10])=[CH:4][N:3]=[C:2]([N:1]([C:17]([O:16][C:13]([CH3:15])([CH3:14])[CH3:12])=[O:18])[C:17]([O:16][C:13]([CH3:15])([CH3:14])[CH3:12])=[O:18])[CH:7]=1, predict the reactants needed to synthesize it. The reactants are: [NH2:1][C:2]1[CH:7]=[C:6]([CH3:8])[C:5]([N+:9]([O-:11])=[O:10])=[CH:4][N:3]=1.[CH3:12][C:13]([O:16][C:17](O[C:17]([O:16][C:13]([CH3:15])([CH3:14])[CH3:12])=[O:18])=[O:18])([CH3:15])[CH3:14]. (5) Given the product [ClH:1].[CH3:26][N:22]1[CH:23]=[CH:24][CH:25]=[C:21]1[C:19]1[CH:20]=[C:15]([NH2:14])[CH:16]=[N:17][CH:18]=1, predict the reactants needed to synthesize it. The reactants are: [ClH:1].O1CCOCC1.C(OC(=O)[NH:14][C:15]1[CH:16]=[N:17][CH:18]=[C:19]([C:21]2[N:22]([CH3:26])[CH:23]=[CH:24][CH:25]=2)[CH:20]=1)(C)(C)C. (6) The reactants are: [Cl:1][C:2]1[CH:3]=[CH:4][C:5](=[O:8])[NH:6][N:7]=1.[C:9]([O-])([O-])=O.[K+].[K+].CI. Given the product [Cl:1][C:2]1[CH:3]=[CH:4][C:5](=[O:8])[N:6]([CH3:9])[N:7]=1, predict the reactants needed to synthesize it. (7) Given the product [CH2:21]([O:20][C:18](=[O:19])[NH:10][C:7]1[CH:8]=[CH:9][C:4]([N+:1]([O-:3])=[O:2])=[C:5]([NH2:11])[CH:6]=1)[CH3:22], predict the reactants needed to synthesize it. The reactants are: [N+:1]([C:4]1[CH:9]=[CH:8][C:7]([NH2:10])=[CH:6][C:5]=1[NH2:11])([O-:3])=[O:2].C([O-])(O)=O.[Na+].Cl[C:18]([O:20][CH2:21][CH3:22])=[O:19].O. (8) Given the product [Br:33][C:34]1[CH:35]=[CH:36][C:37]([C:40]([N:42]=[C:43]=[S:44])=[O:41])=[CH:38][CH:39]=1.[Br:33][C:34]1[CH:39]=[CH:38][C:37]([C:40]([NH:42][C:43]([NH:30][C:29]2[CH:31]=[CH:32][C:26]([O:25][C:16]3[C:15]4[C:20](=[CH:21][C:22]([O:23][CH3:24])=[C:13]([O:12][CH3:11])[CH:14]=4)[N:19]=[CH:18][N:17]=3)=[CH:27][CH:28]=2)=[S:44])=[O:41])=[CH:36][CH:35]=1, predict the reactants needed to synthesize it. The reactants are: BrC1C=CC(C(Cl)=O)=CC=1.[CH3:11][O:12][C:13]1[CH:14]=[C:15]2[C:20](=[CH:21][C:22]=1[O:23][CH3:24])[N:19]=[CH:18][N:17]=[C:16]2[O:25][C:26]1[CH:32]=[CH:31][C:29]([NH2:30])=[CH:28][CH:27]=1.[Br:33][C:34]1[CH:39]=[CH:38][C:37]([C:40]([N:42]=[C:43]=[S:44])=[O:41])=[CH:36][CH:35]=1. (9) Given the product [C:12]([O:11][C:9]([C:4]1[CH:3]=[C:2]([C:25]([OH:24])=[O:68])[N:6]([CH3:7])[C:5]=1[CH3:8])=[O:10])([CH3:15])([CH3:14])[CH3:13], predict the reactants needed to synthesize it. The reactants are: Br[C:2]1[N:6]([CH3:7])[C:5]([CH3:8])=[C:4]([C:9]([O:11][C:12]([CH3:15])([CH3:14])[CH3:13])=[O:10])[CH:3]=1.CC1(C)C2C=CC=C(P(C3C=CC=CC=3)C3C=CC=CC=3)[C:25]=2[O:24]C2C1=CC=CC=2P(C1C=CC=CC=1)C1C=CC=CC=1.C(N(CC)CC)C.C1C[O:68]CC1.O.